Predict the reaction yield, written as a fraction of the theoretical maximum amount of product (1.0 means a 100% yield; for example, 0.34 means a 34% yield). From a dataset of Reaction yield outcomes from USPTO patents with 853,638 reactions. (1) The reactants are Cl[C:2]1[N:7]=[CH:6][N:5]=[C:4]([N:8]2[CH2:13][CH2:12][CH:11]([C:14]([NH:16][C:17]3[S:18][C:19]([N:27]4[CH2:32][CH2:31][O:30][CH2:29][CH2:28]4)=[C:20]([C:22]4[O:23][CH:24]=[CH:25][CH:26]=4)[N:21]=3)=[O:15])[CH2:10][CH2:9]2)[CH:3]=1.[H][H]. The catalyst is C(O)C.[C].[Pd]. The product is [O:23]1[CH:24]=[CH:25][CH:26]=[C:22]1[C:20]1[N:21]=[C:17]([NH:16][C:14]([CH:11]2[CH2:10][CH2:9][N:8]([C:4]3[CH:3]=[CH:2][N:7]=[CH:6][N:5]=3)[CH2:13][CH2:12]2)=[O:15])[S:18][C:19]=1[N:27]1[CH2:32][CH2:31][O:30][CH2:29][CH2:28]1. The yield is 0.770. (2) The product is [N:49]1[CH:50]=[CH:51][CH:52]=[C:47]([C:2]2[CH:3]=[C:4]3[CH2:10][C:9]4([CH:15]5[CH2:16][CH2:17][N:12]([CH2:13][CH2:14]5)[CH2:11]4)[O:8][C:5]3=[N:6][CH:7]=2)[CH:48]=1. The reactants are Br[C:2]1[CH:3]=[C:4]2[CH2:10][C:9]3([CH:15]4[CH2:16][CH2:17][N:12]([CH2:13][CH2:14]4)[CH2:11]3)[O:8][C:5]2=[N:6][CH:7]=1.C1(C)C=CC=CC=1P(C1C=CC=CC=1C)C1C=CC=CC=1C.[Cl-].[Li+].C([Sn](CCCC)(CCCC)[C:47]1[CH:48]=[N:49][CH:50]=[CH:51][CH:52]=1)CCC. The yield is 0.370. The catalyst is COCCOC.C(Cl)(Cl)Cl.CO. (3) The reactants are [F:1][C:2]([F:36])([F:35])[C:3]1[CH:4]=[C:5]([CH:28]=[CH:29][C:30]=1C(F)(F)F)[CH2:6][O:7][CH2:8][CH:9]([C:22]1[CH:27]=[CH:26][CH:25]=[CH:24][CH:23]=1)[CH2:10][NH:11][C:12](=[O:21])[CH2:13][CH2:14]C1C=CN=CC=1.[CH2:37](O)[CH3:38]. The catalyst is [Pd].[C]. The product is [F:1][C:2]([F:36])([F:35])[C:29]1[CH:28]=[C:5]([CH:4]=[C:3]([C:2]([F:1])([F:35])[F:36])[CH:30]=1)[CH2:6][O:7][CH2:8][CH:9]([C:22]1[CH:27]=[CH:26][CH:25]=[CH:24][CH:23]=1)[CH2:10][NH:11][C:12](=[O:21])[CH2:13][CH2:14][C:9]1[CH:10]=[N:11][CH:12]=[CH:37][CH:38]=1.[F:1][C:2]([F:36])([F:35])[C:29]1[CH:28]=[C:5]([CH:4]=[C:3]([C:2]([F:1])([F:35])[F:36])[CH:30]=1)[CH2:6][O:7][CH2:8][CH:9]([C:22]1[CH:27]=[CH:26][CH:25]=[CH:24][CH:23]=1)[CH2:10][NH:11][C:12](=[O:21])[CH:13]=[CH:14][C:9]1[CH:10]=[N:11][CH:12]=[CH:37][CH:38]=1. The yield is 0.900. (4) The reactants are [CH3:1]C(C)([O-])C.[K+].[C:7]1([CH:13]=[CH:14][C:15]2[CH:20]=[CH:19][CH:18]=[CH:17][CH:16]=2)[CH:12]=[CH:11][CH:10]=[CH:9]C=1.CCCCCC.[CH:27]([Br:30])(Br)[Br:28]. The catalyst is O. The product is [Br:28][C:27]1([Br:30])[CH2:1][C:14]1([C:13]1[CH:9]=[CH:10][CH:11]=[CH:12][CH:7]=1)[C:15]1[CH:16]=[CH:17][CH:18]=[CH:19][CH:20]=1. The yield is 0.560. (5) The yield is 0.630. The product is [Br:1][C:2]1[CH:7]=[CH:6][C:5]([CH:8]([N:10]=[C:11]=[O:12])[CH3:9])=[CH:4][CH:3]=1. The catalyst is C(Cl)Cl. The reactants are [Br:1][C:2]1[CH:7]=[CH:6][C:5]([C@@H:8]([NH2:10])[CH3:9])=[CH:4][CH:3]=1.[C:11]([O-])(O)=[O:12].[Na+].ClC(Cl)(OC(=O)OC(Cl)(Cl)Cl)Cl.